This data is from Full USPTO retrosynthesis dataset with 1.9M reactions from patents (1976-2016). The task is: Predict the reactants needed to synthesize the given product. (1) Given the product [CH:1]1([C:7]2[CH:8]=[CH:9][C:10]([NH:11][CH2:14][C:16]3[CH:24]=[CH:23][C:19]([C:20]([OH:22])=[O:21])=[CH:18][CH:17]=3)=[CH:12][CH:13]=2)[CH2:2][CH2:3][CH2:4][CH2:5][CH2:6]1, predict the reactants needed to synthesize it. The reactants are: [CH:1]1([C:7]2[CH:13]=[CH:12][C:10]([NH2:11])=[CH:9][CH:8]=2)[CH2:6][CH2:5][CH2:4][CH2:3][CH2:2]1.[CH:14]([C:16]1[CH:24]=[CH:23][C:19]([C:20]([OH:22])=[O:21])=[CH:18][CH:17]=1)=O.C([BH3-])#N.[Na+]. (2) Given the product [C:11]([O:15][C:16]([N:18]1[CH2:23][CH2:22][N:21]([C:2]2[CH:7]=[CH:6][C:5]([N+:8]([O-:10])=[O:9])=[CH:4][CH:3]=2)[CH2:20][CH2:19]1)=[O:17])([CH3:14])([CH3:12])[CH3:13], predict the reactants needed to synthesize it. The reactants are: F[C:2]1[CH:7]=[CH:6][C:5]([N+:8]([O-:10])=[O:9])=[CH:4][CH:3]=1.[C:11]([O:15][C:16]([N:18]1[CH2:23][CH2:22][NH:21][CH2:20][CH2:19]1)=[O:17])([CH3:14])([CH3:13])[CH3:12].C(N(CC)C(C)C)(C)C.CCOCC. (3) Given the product [Cl:1][C:2]1[CH:3]=[C:4]([CH:23]=[CH:24][C:25]=1[Cl:26])[CH2:5][N:6]([CH3:22])[C:7]([C:9]1[CH2:13][N:12]([CH2:14][CH2:15][CH2:16][C:17](=[O:19])[NH:39][S:36]([C:33]2([C:27]3[CH:32]=[CH:31][CH:30]=[CH:29][CH:28]=3)[CH2:34][CH2:35]2)(=[O:37])=[O:38])[C:11](=[O:20])[C:10]=1[OH:21])=[O:8], predict the reactants needed to synthesize it. The reactants are: [Cl:1][C:2]1[CH:3]=[C:4]([CH:23]=[CH:24][C:25]=1[Cl:26])[CH2:5][N:6]([CH3:22])[C:7]([C:9]1[CH2:13][N:12]([CH2:14][CH2:15][CH2:16][C:17]([OH:19])=O)[C:11](=[O:20])[C:10]=1[OH:21])=[O:8].[C:27]1([C:33]2([S:36]([NH2:39])(=[O:38])=[O:37])[CH2:35][CH2:34]2)[CH:32]=[CH:31][CH:30]=[CH:29][CH:28]=1. (4) Given the product [Br:1][C:2]1[CH:7]=[C:6]([F:8])[CH:5]=[CH:4][C:3]=1[C@@H:9]1[C:14]([C:15]([O:17][C@H:18]([CH3:25])[C:19]([O:21][CH:22]([CH3:24])[CH3:23])=[O:20])=[O:16])=[C:13]([CH2:26][N:33]2[CH2:38][CH2:37][O:36][CH2:35][CH2:34]2)[NH:12][C:11]([C:28]2[S:29][CH:30]=[CH:31][N:32]=2)=[N:10]1, predict the reactants needed to synthesize it. The reactants are: [Br:1][C:2]1[CH:7]=[C:6]([F:8])[CH:5]=[CH:4][C:3]=1[C@@H:9]1[C:14]([C:15]([O:17][C@H:18]([CH3:25])[C:19]([O:21][CH:22]([CH3:24])[CH3:23])=[O:20])=[O:16])=[C:13]([CH2:26]Br)[NH:12][C:11]([C:28]2[S:29][CH:30]=[CH:31][N:32]=2)=[N:10]1.[NH:33]1[CH2:38][CH2:37][O:36][CH2:35][CH2:34]1. (5) Given the product [Cl:40][C:41]1[CH:46]=[CH:45][C:44]([C@@H:47]2[C:54]3[C:53]([CH3:55])=[N:52][N:51]([CH:56]4[CH2:57][CH2:58]4)[C:50]=3[C:49](=[O:59])[N:48]2[C:60]2[CH:61]=[C:62]([NH:70][CH3:71])[C:63]3[N:64]([C:66]([CH3:69])=[N:67][N:68]=3)[N:65]=2)=[CH:43][CH:42]=1, predict the reactants needed to synthesize it. The reactants are: ClC1C=CC(C2C3C(C)=NN(C4CN(C(OC(C)(C)C)=O)C4)C=3C(=O)N2C2C=C(C)C3N(C(C)=NN=3)C=2)=CC=1.[Cl:40][C:41]1[CH:46]=[CH:45][C:44]([CH:47]2[C:54]3[C:53]([CH3:55])=[N:52][N:51]([CH:56]4[CH2:58][CH2:57]4)[C:50]=3[C:49](=[O:59])[N:48]2[C:60]2[CH:61]=[C:62]([NH:70][CH3:71])[C:63]3[N:64]([C:66]([CH3:69])=[N:67][N:68]=3)[N:65]=2)=[CH:43][CH:42]=1.